The task is: Predict the reactants needed to synthesize the given product.. This data is from Retrosynthesis with 50K atom-mapped reactions and 10 reaction types from USPTO. Given the product CN(C)CC(COC(c1ccccc1)(c1ccccc1)c1ccccc1)OS(C)(=O)=O, predict the reactants needed to synthesize it. The reactants are: CN(C)CC(O)COC(c1ccccc1)(c1ccccc1)c1ccccc1.CS(=O)(=O)Cl.